Dataset: Reaction yield outcomes from USPTO patents with 853,638 reactions. Task: Predict the reaction yield, written as a fraction of the theoretical maximum amount of product (1.0 means a 100% yield; for example, 0.34 means a 34% yield). The reactants are [C:1]([O:10]C)(=O)[C:2]1[C:3](=[CH:5][CH:6]=[CH:7][CH:8]=1)[OH:4].[CH2:12]([NH2:21])[CH2:13][N:14]([CH2:18][CH2:19][NH2:20])[CH2:15][CH2:16][NH2:17].[K+].[Br-]. No catalyst specified. The product is [OH:4][C:3]1[CH:5]=[CH:6][CH:7]=[CH:8][C:2]=1[C:1]([CH:12]([NH2:21])[CH2:13][N:14]([CH2:18][CH:19]([NH2:20])[C:1](=[O:10])[C:2]1[CH:8]=[CH:7][CH:6]=[CH:5][C:3]=1[OH:4])[CH2:15][CH:16]([NH2:17])[C:1](=[O:10])[C:2]1[CH:8]=[CH:7][CH:6]=[CH:5][C:3]=1[OH:4])=[O:10]. The yield is 0.470.